From a dataset of Reaction yield outcomes from USPTO patents with 853,638 reactions. Predict the reaction yield, written as a fraction of the theoretical maximum amount of product (1.0 means a 100% yield; for example, 0.34 means a 34% yield). (1) The reactants are [CH:1]1([CH2:6][CH:7]([C:11]2[CH:16]=[CH:15][C:14]([F:17])=[C:13]([C:18]([F:21])([F:20])[F:19])[CH:12]=2)[C:8](O)=[O:9])[CH2:5][CH2:4][CH2:3][CH2:2]1.C(Cl)(=O)C(Cl)=O.[NH2:28][C:29]1[S:30][CH:31]=[CH:32][N:33]=1.C(N(CC)C(C)C)(C)C. The catalyst is C(Cl)Cl.CN(C)C=O. The product is [CH:1]1([CH2:6][CH:7]([C:11]2[CH:16]=[CH:15][C:14]([F:17])=[C:13]([C:18]([F:19])([F:21])[F:20])[CH:12]=2)[C:8]([NH:28][C:29]2[S:30][CH:31]=[CH:32][N:33]=2)=[O:9])[CH2:2][CH2:3][CH2:4][CH2:5]1. The yield is 0.845. (2) The reactants are Br[C:2]1[CH:3]=[C:4]([C:8]2[C:13]3[S:14][C:15]4[CH:20]=[CH:19][CH:18]=[CH:17][C:16]=4[C:12]=3[CH:11]=[CH:10][CH:9]=2)[CH:5]=[CH:6][CH:7]=1.[CH3:21][C:22]1([CH3:38])[C:26]([CH3:28])([CH3:27])[O:25][B:24]([B:24]2[O:25][C:26]([CH3:28])([CH3:27])[C:22]([CH3:38])([CH3:21])[O:23]2)[O:23]1.C([O-])(=O)C.[K+]. The catalyst is O1CCOCC1.C1C=CC(/C=C/C(/C=C/C2C=CC=CC=2)=O)=CC=1.C1C=CC(/C=C/C(/C=C/C2C=CC=CC=2)=O)=CC=1.C1C=CC(/C=C/C(/C=C/C2C=CC=CC=2)=O)=CC=1.[Pd].[Pd].C1(P(C2C=CC=CC=2)[C-]2C=CC=C2)C=CC=CC=1.[C-]1(P(C2C=CC=CC=2)C2C=CC=CC=2)C=CC=C1.[Fe+2]. The product is [CH:11]1[C:12]2[C:16]3[CH:17]=[CH:18][CH:19]=[CH:20][C:15]=3[S:14][C:13]=2[C:8]([C:4]2[CH:3]=[C:2]([B:24]3[O:25][C:26]([CH3:28])([CH3:27])[C:22]([CH3:38])([CH3:21])[O:23]3)[CH:7]=[CH:6][CH:5]=2)=[CH:9][CH:10]=1. The yield is 0.800. (3) No catalyst specified. The yield is 0.910. The product is [CH:4]1([O:5][C:6]2[N:11]=[CH:10][N:9]=[C:8]([NH2:12])[CH:7]=2)[CH2:2][CH2:3][CH2:1]1. The reactants are [CH:1]1([CH2:4][O:5][C:6]2[N:11]=[CH:10][N:9]=[C:8]([NH2:12])[CH:7]=2)[CH2:3][CH2:2]1.C1(O)CCC1. (4) The reactants are [Br:1]Br.[N:3]1[C:8]2[NH:9][C:10](=[O:14])[CH2:11][CH2:12][CH2:13][C:7]=2[CH:6]=[CH:5][CH:4]=1. The catalyst is C(Cl)Cl. The product is [Br:1][C:5]1[CH:4]=[N:3][C:8]2[NH:9][C:10](=[O:14])[CH2:11][CH2:12][CH2:13][C:7]=2[CH:6]=1. The yield is 0.560. (5) The catalyst is [Pd].CCO. The product is [F:1][C:2]1[CH:7]=[CH:6][CH:5]=[CH:4][C:3]=1[C@@H:8]1[CH2:12][C:11](=[O:13])[N:10]([CH3:14])[C@@H:9]1[C:15]([N:17]1[C@@H:21]([CH2:22][C:23]2[CH:24]=[CH:25][CH:26]=[CH:27][CH:28]=2)[CH2:20][O:19][C:18]1=[O:29])=[O:16]. The reactants are [F:1][C:2]1[CH:7]=[CH:6][CH:5]=[CH:4][C:3]=1[C:8]1[C@@H:9]([C:15]([N:17]2[C@@H:21]([CH2:22][C:23]3[CH:28]=[CH:27][CH:26]=[CH:25][CH:24]=3)[CH2:20][O:19][C:18]2=[O:29])=[O:16])[N:10]([CH3:14])[C:11](=[O:13])[CH:12]=1. The yield is 0.300. (6) The reactants are [CH3:1][N:2]1[CH:6]=[C:5]([C:7]2[CH:12]=[CH:11][C:10]([C:13]3[C:22]4[C:17](=[CH:18][CH:19]=[C:20]([NH2:23])[CH:21]=4)[CH:16]=[N:15][CH:14]=3)=[CH:9][CH:8]=2)[CH:4]=[N:3]1.[C:24](OC(=O)C)(=[O:26])[CH3:25].C(N(CC)C(C)C)(C)C. The catalyst is ClCCl. The product is [CH3:1][N:2]1[CH:6]=[C:5]([C:7]2[CH:12]=[CH:11][C:10]([C:13]3[C:22]4[C:17](=[CH:18][CH:19]=[C:20]([NH:23][C:24](=[O:26])[CH3:25])[CH:21]=4)[CH:16]=[N:15][CH:14]=3)=[CH:9][CH:8]=2)[CH:4]=[N:3]1. The yield is 0.420. (7) The reactants are [CH2:1]([NH:8][C:9]1[CH:10]=[CH:11][C:12]2[O:16][C:15]([CH:17]([NH:24][C:25]3[CH:30]=[CH:29][C:28]([C:31]([N:33]([CH3:41])[CH2:34][CH2:35][C:36]([O:38]CC)=[O:37])=[O:32])=[CH:27][CH:26]=3)[CH:18]3[CH2:23][CH2:22][CH2:21][CH2:20][CH2:19]3)=[C:14]([CH3:42])[C:13]=2[CH:43]=1)[C:2]1[CH:7]=[CH:6][CH:5]=[CH:4][CH:3]=1.O1CCCC1.[OH-].[Na+]. The catalyst is C(O)C. The product is [CH2:1]([NH:8][C:9]1[CH:10]=[CH:11][C:12]2[O:16][C:15]([CH:17]([NH:24][C:25]3[CH:26]=[CH:27][C:28]([C:31]([N:33]([CH3:41])[CH2:34][CH2:35][C:36]([OH:38])=[O:37])=[O:32])=[CH:29][CH:30]=3)[CH:18]3[CH2:19][CH2:20][CH2:21][CH2:22][CH2:23]3)=[C:14]([CH3:42])[C:13]=2[CH:43]=1)[C:2]1[CH:7]=[CH:6][CH:5]=[CH:4][CH:3]=1. The yield is 0.920. (8) The reactants are Cl.[NH2:2][CH2:3][C:4]1[CH:13]=[CH:12][CH:11]=[C:10]2[C:5]=1[C:6](=[O:23])[N:7]([CH:15]1[CH2:20][CH2:19][C:18](=[O:21])[NH:17][C:16]1=[O:22])[C:8]([CH3:14])=[N:9]2.[C:24](Cl)(=[O:31])[C:25]1[CH:30]=[CH:29][CH:28]=[CH:27][CH:26]=1.C(N(CC)C(C)C)(C)C. The catalyst is C(#N)C. The product is [O:22]=[C:16]1[CH:15]([N:7]2[C:6](=[O:23])[C:5]3[C:10](=[CH:11][CH:12]=[CH:13][C:4]=3[CH2:3][NH:2][C:24](=[O:31])[C:25]3[CH:30]=[CH:29][CH:28]=[CH:27][CH:26]=3)[N:9]=[C:8]2[CH3:14])[CH2:20][CH2:19][C:18](=[O:21])[NH:17]1. The yield is 0.360. (9) The reactants are [NH2:1][C:2]1[CH:7]=[CH:6][C:5]([N:8]2[CH2:13][CH2:12][N:11]([CH:14]([C:22]3[CH:27]=[CH:26][CH:25]=[CH:24][CH:23]=3)[C:15]([N:17]([CH2:20][CH3:21])[CH2:18][CH3:19])=[O:16])[CH2:10][CH2:9]2)=[C:4]([F:28])[CH:3]=1.C1CCC(N=C=NC2CCCCC2)CC1.[O:44]1[CH2:48][CH2:47][C@H:46]([C:49](O)=[O:50])[CH2:45]1. The yield is 0.510. The catalyst is ClCCCl. The product is [CH2:20]([N:17]([CH2:18][CH3:19])[C:15]([CH:14]([C:22]1[CH:23]=[CH:24][CH:25]=[CH:26][CH:27]=1)[N:11]1[CH2:12][CH2:13][N:8]([C:5]2[CH:6]=[CH:7][C:2]([NH:1][C:49]([C@H:46]3[CH2:47][CH2:48][O:44][CH2:45]3)=[O:50])=[CH:3][C:4]=2[F:28])[CH2:9][CH2:10]1)=[O:16])[CH3:21]. (10) The reactants are [NH2:1][C:2]1[CH:3]=[C:4]([N:11]2[CH2:16][CH2:15][N:14]([C:17]([C:19]3[CH:24]=[CH:23][CH:22]=[CH:21][C:20]=3[C:25]([F:28])([F:27])[F:26])=[O:18])[CH2:13][CH2:12]2)[CH:5]=[CH:6][C:7]=1[N+:8]([O-])=O.NN. The catalyst is [Ni]. The product is [NH2:1][C:2]1[CH:3]=[C:4]([N:11]2[CH2:12][CH2:13][N:14]([C:17]([C:19]3[CH:24]=[CH:23][CH:22]=[CH:21][C:20]=3[C:25]([F:28])([F:27])[F:26])=[O:18])[CH2:15][CH2:16]2)[CH:5]=[CH:6][C:7]=1[NH2:8]. The yield is 0.880.